Predict which catalyst facilitates the given reaction. From a dataset of Catalyst prediction with 721,799 reactions and 888 catalyst types from USPTO. Reactant: [Cl:1][C:2]1[CH:22]=[C:21]([Cl:23])[CH:20]=[CH:19][C:3]=1[O:4][CH2:5][CH2:6][C:7]1[C:8]([O:15][CH:16]([CH3:18])[CH3:17])=[N:9][N:10]([CH2:12][CH2:13][OH:14])[CH:11]=1.[CH2:24]([C:26]1[C:27](O)=[C:28]([CH2:32][C:33]([O:35]C)=[O:34])[CH:29]=[CH:30][CH:31]=1)[CH3:25].C(P(CCCC)CCCC)CCC.N(C(N1CCCCC1)=O)=NC(N1CCCCC1)=O.O1CCCC1CO.[OH-].[Na+].Cl. Product: [Cl:1][C:2]1[CH:22]=[C:21]([Cl:23])[CH:20]=[CH:19][C:3]=1[O:4][CH2:5][CH2:6][C:7]1[C:8]([O:15][CH:16]([CH3:18])[CH3:17])=[N:9][N:10]([CH2:12][CH2:13][O:14][C:27]2[C:26]([CH2:24][CH3:25])=[CH:31][CH:30]=[CH:29][C:28]=2[CH2:32][C:33]([OH:35])=[O:34])[CH:11]=1. The catalyst class is: 7.